This data is from NCI-60 drug combinations with 297,098 pairs across 59 cell lines. The task is: Regression. Given two drug SMILES strings and cell line genomic features, predict the synergy score measuring deviation from expected non-interaction effect. (1) Drug 2: CCC1=C2CN3C(=CC4=C(C3=O)COC(=O)C4(CC)O)C2=NC5=C1C=C(C=C5)O. Cell line: HT29. Drug 1: C1=CC(=CC=C1CC(C(=O)O)N)N(CCCl)CCCl.Cl. Synergy scores: CSS=21.2, Synergy_ZIP=-3.99, Synergy_Bliss=1.07, Synergy_Loewe=-13.5, Synergy_HSA=-1.24. (2) Drug 1: CC1C(C(CC(O1)OC2CC(OC(C2O)C)OC3=CC4=CC5=C(C(=O)C(C(C5)C(C(=O)C(C(C)O)O)OC)OC6CC(C(C(O6)C)O)OC7CC(C(C(O7)C)O)OC8CC(C(C(O8)C)O)(C)O)C(=C4C(=C3C)O)O)O)O. Drug 2: C1CN(P(=O)(OC1)NCCCl)CCCl. Cell line: NCI-H460. Synergy scores: CSS=15.5, Synergy_ZIP=1.28, Synergy_Bliss=0.378, Synergy_Loewe=-62.9, Synergy_HSA=-0.408. (3) Drug 1: CC1=C(C=C(C=C1)NC2=NC=CC(=N2)N(C)C3=CC4=NN(C(=C4C=C3)C)C)S(=O)(=O)N.Cl. Drug 2: CC1C(C(CC(O1)OC2CC(OC(C2O)C)OC3=CC4=CC5=C(C(=O)C(C(C5)C(C(=O)C(C(C)O)O)OC)OC6CC(C(C(O6)C)O)OC7CC(C(C(O7)C)O)OC8CC(C(C(O8)C)O)(C)O)C(=C4C(=C3C)O)O)O)O. Cell line: NCIH23. Synergy scores: CSS=5.34, Synergy_ZIP=0.196, Synergy_Bliss=2.76, Synergy_Loewe=4.55, Synergy_HSA=3.28. (4) Drug 1: CC1=C(N=C(N=C1N)C(CC(=O)N)NCC(C(=O)N)N)C(=O)NC(C(C2=CN=CN2)OC3C(C(C(C(O3)CO)O)O)OC4C(C(C(C(O4)CO)O)OC(=O)N)O)C(=O)NC(C)C(C(C)C(=O)NC(C(C)O)C(=O)NCCC5=NC(=CS5)C6=NC(=CS6)C(=O)NCCC[S+](C)C)O. Drug 2: CCN(CC)CCCC(C)NC1=C2C=C(C=CC2=NC3=C1C=CC(=C3)Cl)OC. Cell line: K-562. Synergy scores: CSS=50.5, Synergy_ZIP=-1.56, Synergy_Bliss=-1.15, Synergy_Loewe=-11.1, Synergy_HSA=-1.28. (5) Drug 1: C1=NC2=C(N=C(N=C2N1C3C(C(C(O3)CO)O)O)F)N. Drug 2: CC1C(C(CC(O1)OC2CC(OC(C2O)C)OC3=CC4=CC5=C(C(=O)C(C(C5)C(C(=O)C(C(C)O)O)OC)OC6CC(C(C(O6)C)O)OC7CC(C(C(O7)C)O)OC8CC(C(C(O8)C)O)(C)O)C(=C4C(=C3C)O)O)O)O. Cell line: BT-549. Synergy scores: CSS=17.8, Synergy_ZIP=-1.66, Synergy_Bliss=-1.55, Synergy_Loewe=-3.03, Synergy_HSA=-2.57. (6) Drug 1: CC1CCC2CC(C(=CC=CC=CC(CC(C(=O)C(C(C(=CC(C(=O)CC(OC(=O)C3CCCCN3C(=O)C(=O)C1(O2)O)C(C)CC4CCC(C(C4)OC)OCCO)C)C)O)OC)C)C)C)OC. Drug 2: COCCOC1=C(C=C2C(=C1)C(=NC=N2)NC3=CC=CC(=C3)C#C)OCCOC.Cl. Cell line: A549. Synergy scores: CSS=14.5, Synergy_ZIP=-8.56, Synergy_Bliss=-3.52, Synergy_Loewe=-13.9, Synergy_HSA=-0.875. (7) Drug 1: CC1=C2C(C(=O)C3(C(CC4C(C3C(C(C2(C)C)(CC1OC(=O)C(C(C5=CC=CC=C5)NC(=O)OC(C)(C)C)O)O)OC(=O)C6=CC=CC=C6)(CO4)OC(=O)C)OC)C)OC. Drug 2: CNC(=O)C1=NC=CC(=C1)OC2=CC=C(C=C2)NC(=O)NC3=CC(=C(C=C3)Cl)C(F)(F)F. Cell line: CAKI-1. Synergy scores: CSS=64.9, Synergy_ZIP=4.16, Synergy_Bliss=3.52, Synergy_Loewe=7.41, Synergy_HSA=9.10.